This data is from HIV replication inhibition screening data with 41,000+ compounds from the AIDS Antiviral Screen. The task is: Binary Classification. Given a drug SMILES string, predict its activity (active/inactive) in a high-throughput screening assay against a specified biological target. (1) The drug is CC1OC(=O)C(C(C)C)NC(=O)C(C)OC(=O)C(C(C)C)NC(=O)C(C)OC(=O)C(C(C)C)NC1=O. The result is 0 (inactive). (2) The molecule is CCOC(=O)CC(C)C1(C=O)CCCCC1=O. The result is 0 (inactive).